Dataset: Reaction yield outcomes from USPTO patents with 853,638 reactions. Task: Predict the reaction yield, written as a fraction of the theoretical maximum amount of product (1.0 means a 100% yield; for example, 0.34 means a 34% yield). (1) The reactants are [H-].[Na+].[CH3:3][O:4][CH2:5][CH2:6][OH:7].Cl[C:9]1[C:22]2[C:13](=[C:14]3[C:19](=[CH:20][CH:21]=2)[CH:18]=[CH:17][CH:16]=[N:15]3)[N:12]=[C:11]([CH3:23])[CH:10]=1. The catalyst is C1COCC1. The product is [CH3:3][O:4][CH2:5][CH2:6][O:7][C:9]1[C:22]2[C:13](=[C:14]3[C:19](=[CH:20][CH:21]=2)[CH:18]=[CH:17][CH:16]=[N:15]3)[N:12]=[C:11]([CH3:23])[CH:10]=1. The yield is 0.500. (2) The yield is 0.590. The reactants are [C:1]([C:5]1[CH:9]=[C:8]([NH2:10])[N:7]([C:11]2[CH:16]=[CH:15][C:14]([Cl:17])=[CH:13][CH:12]=2)[N:6]=1)([CH3:4])([CH3:3])[CH3:2].Cl[C:19]([O:21][C:22]1[CH:27]=[CH:26][CH:25]=[CH:24][CH:23]=1)=[O:20]. No catalyst specified. The product is [C:1]([C:5]1[CH:9]=[C:8]([NH:10][C:19](=[O:20])[O:21][C:22]2[CH:27]=[CH:26][CH:25]=[CH:24][CH:23]=2)[N:7]([C:11]2[CH:12]=[CH:13][C:14]([Cl:17])=[CH:15][CH:16]=2)[N:6]=1)([CH3:4])([CH3:2])[CH3:3]. (3) The reactants are [F:1][C:2]([F:29])([F:28])[O:3][C:4]1[CH:9]=[CH:8][C:7]([N:10]2[CH:14]=[N:13][C:12]([C:15]3[CH:20]=[CH:19][C:18]([CH:21]4[CH2:26][CH2:25][CH2:24][CH2:23][C:22]4=O)=[CH:17][CH:16]=3)=[N:11]2)=[CH:6][CH:5]=1.C([O-])(=O)C.[NH4+].C([BH3-])#[N:36].[Na+]. The catalyst is CO. The product is [F:1][C:2]([F:29])([F:28])[O:3][C:4]1[CH:5]=[CH:6][C:7]([N:10]2[CH:14]=[N:13][C:12]([C:15]3[CH:16]=[CH:17][C:18]([CH:21]4[CH2:26][CH2:25][CH2:24][CH2:23][CH:22]4[NH2:36])=[CH:19][CH:20]=3)=[N:11]2)=[CH:8][CH:9]=1. The yield is 0.340. (4) The reactants are Cl[CH2:2][CH2:3][CH2:4][CH2:5][C:6]1[CH:11]=[CH:10][C:9]([O:12][CH3:13])=[CH:8][CH:7]=1.[NH:14]1[CH:18]=[CH:17][N:16]=[N:15]1.[I-].[K+].C(OCC)(=O)C. The catalyst is CN(C)C=O.O. The product is [CH3:13][O:12][C:9]1[CH:10]=[CH:11][C:6]([CH2:5][CH2:4][CH2:3][CH2:2][N:14]2[CH:18]=[CH:17][N:16]=[N:15]2)=[CH:7][CH:8]=1. The yield is 0.480. (5) The reactants are [CH3:1][CH:2]([CH2:4][CH2:5][CH2:6][CH:7]([CH2:9][CH2:10][CH2:11][CH:12]([CH2:14][CH2:15]O)[CH3:13])[CH3:8])[CH3:3].N1C=CN=C1.C1(P(C2C=CC=CC=2)C2C=CC=CC=2)C=CC=CC=1.[I:41]I. The catalyst is C1(C)C=CC=CC=1.CCCCCC. The product is [CH3:13][CH:12]([CH2:11][CH2:10][CH2:9][CH:7]([CH3:8])[CH2:6][CH2:5][CH2:4][CH:2]([CH3:3])[CH3:1])[CH2:14][CH2:15][I:41]. The yield is 0.610. (6) The reactants are CCCC[N+](CCCC)(CCCC)CCCC.[F-].C([SiH2][O:24][C:25](C)(C)[C:26]1[CH:27]=[C:28]([CH2:33][CH2:34][NH:35][C:36](=[O:42])[CH2:37][C:38]([F:41])([F:40])[F:39])[CH:29]=[CH:30][C:31]=1[Cl:32])(C)(C)C.[NH4+].[Cl-]. The catalyst is C1COCC1. The product is [Cl:32][C:31]1[CH:30]=[CH:29][C:28]([CH2:33][CH2:34][NH:35][C:36](=[O:42])[CH2:37][C:38]([F:41])([F:40])[F:39])=[CH:27][C:26]=1[CH2:25][OH:24]. The yield is 0.640. (7) The reactants are [OH:1][C:2]1[C:9]([CH3:10])=[CH:8][C:5]([C:6]#[N:7])=[CH:4][C:3]=1[CH3:11].[H-].[Na+].[CH2:14](Br)[C:15]1[CH:20]=[CH:19][CH:18]=[CH:17][CH:16]=1. The catalyst is CN(C=O)C. The product is [CH2:14]([O:1][C:2]1[C:3]([CH3:11])=[CH:4][C:5]([C:6]#[N:7])=[CH:8][C:9]=1[CH3:10])[C:15]1[CH:20]=[CH:19][CH:18]=[CH:17][CH:16]=1. The yield is 1.00.